The task is: Predict which catalyst facilitates the given reaction.. This data is from Catalyst prediction with 721,799 reactions and 888 catalyst types from USPTO. (1) Reactant: [NH:1]1[C:9]2[C:4](=[CH:5][CH:6]=[CH:7][C:8]=2[CH:10]=[O:11])[CH:3]=[CH:2]1.[H-].[Na+].CI.[C:16](OCC)(=O)C. Product: [CH3:16][N:1]1[C:9]2[C:4](=[CH:5][CH:6]=[CH:7][C:8]=2[CH:10]=[O:11])[CH:3]=[CH:2]1. The catalyst class is: 3. (2) Reactant: [F:1][C:2]1[CH:3]=[C:4]2[C:8](=[CH:9][CH:10]=1)[NH:7][C:6](=[O:11])[C:5]2=O.[C:13]1([C:19](=O)[CH2:20][CH3:21])[CH:18]=[CH:17][CH:16]=[CH:15][CH:14]=1.CC[OH:25]. Product: [F:1][C:2]1[CH:3]=[C:4]2[C:8](=[CH:9][CH:10]=1)[N:7]=[C:19]([C:13]1[CH:18]=[CH:17][CH:16]=[CH:15][CH:14]=1)[C:20]([CH3:21])=[C:5]2[C:6]([OH:11])=[O:25]. The catalyst class is: 500.